Task: Binary Classification. Given a T-cell receptor sequence (or CDR3 region) and an epitope sequence, predict whether binding occurs between them.. Dataset: TCR-epitope binding with 47,182 pairs between 192 epitopes and 23,139 TCRs (1) The epitope is VLWAHGFEL. The TCR CDR3 sequence is CASSLGQGAEAFF. Result: 1 (the TCR binds to the epitope). (2) The epitope is FLPRVFSAV. The TCR CDR3 sequence is CASSLTGGSTDTQYF. Result: 1 (the TCR binds to the epitope). (3) The epitope is GVAMPNLYK. The TCR CDR3 sequence is CASSLRGYEQYF. Result: 0 (the TCR does not bind to the epitope). (4) The epitope is TPRVTGGGAM. The TCR CDR3 sequence is CASSVTSSYSNQPQHF. Result: 0 (the TCR does not bind to the epitope). (5) The epitope is KEIDRLNEV. The TCR CDR3 sequence is CAIQYANTGELFF. Result: 0 (the TCR does not bind to the epitope). (6) The epitope is LLFGYPVYV. The TCR CDR3 sequence is CASSEGDGGELFF. Result: 0 (the TCR does not bind to the epitope).